Task: Predict the reaction yield, written as a fraction of the theoretical maximum amount of product (1.0 means a 100% yield; for example, 0.34 means a 34% yield).. Dataset: Reaction yield outcomes from USPTO patents with 853,638 reactions (1) The reactants are [N+:1]([C:4]1[CH:9]=[CH:8][C:7](/[CH:10]=[CH:11]/[C:12]([F:15])([F:14])[F:13])=[CH:6][CH:5]=1)([O-])=O. The catalyst is C(O)C.C(OCC)(=O)C.[OH-].[OH-].[Pd+2]. The product is [F:13][C:12]([F:14])([F:15])[CH2:11][CH2:10][C:7]1[CH:8]=[CH:9][C:4]([NH2:1])=[CH:5][CH:6]=1. The yield is 0.470. (2) The reactants are [F:1][CH2:2][CH2:3][CH2:4][O:5][C:6]1[CH:14]=[C:13]2[C:9]([CH2:10][C:11]3([CH2:20][CH2:19][CH:18]([O:21][CH3:22])[CH2:17][CH2:16]3)[C:12]2=O)=[CH:8][CH:7]=1.[CH3:23][C:24]([S:27]([NH2:29])=[O:28])([CH3:26])[CH3:25].O. The catalyst is CC1CCCO1.CCOC(C)=O.[O-]CC.[Ti+4].[O-]CC.[O-]CC.[O-]CC. The product is [F:1][CH2:2][CH2:3][CH2:4][O:5][C:6]1[CH:14]=[C:13]2[C:9](=[CH:8][CH:7]=1)[CH2:10][C:11]1([CH2:16][CH2:17][CH:18]([O:21][CH3:22])[CH2:19][CH2:20]1)[C:12]2=[N:29][S:27]([C:24]([CH3:26])([CH3:25])[CH3:23])=[O:28]. The yield is 0.300. (3) The reactants are Br[C:2]1[CH:3]=[C:4]([S:8][CH2:9][C:10]([NH:12][CH:13]2[CH2:15][CH2:14]2)=[O:11])[CH:5]=[CH:6][CH:7]=1.[B:16]1([B:16]2[O:20][C:19]([CH3:22])([CH3:21])[C:18]([CH3:24])([CH3:23])[O:17]2)[O:20][C:19]([CH3:22])([CH3:21])[C:18]([CH3:24])([CH3:23])[O:17]1.C([O-])(=O)C.[K+]. The catalyst is O1CCOCC1.CCOC(C)=O.C1C=CC(P(C2C=CC=CC=2)[C-]2C=CC=C2)=CC=1.C1C=CC(P(C2C=CC=CC=2)[C-]2C=CC=C2)=CC=1.Cl[Pd]Cl.[Fe+2]. The product is [CH:13]1([NH:12][C:10](=[O:11])[CH2:9][S:8][C:4]2[CH:5]=[CH:6][CH:7]=[C:2]([B:16]3[O:20][C:19]([CH3:22])([CH3:21])[C:18]([CH3:24])([CH3:23])[O:17]3)[CH:3]=2)[CH2:15][CH2:14]1. The yield is 0.820. (4) The reactants are Br[C:2]1[CH:6]=[C:5]([C:7]#[C:8][CH:9]2[CH2:11][CH2:10]2)[S:4][C:3]=1[C:12]([O:14][CH3:15])=[O:13].[NH2:16][CH2:17][C:18]([N:20]1[CH2:25][CH2:24][O:23][CH2:22][CH2:21]1)=[O:19].Cl.C([O-])([O-])=O.[Cs+].[Cs+].C1C=CC(P(C2C(C3C(P(C4C=CC=CC=4)C4C=CC=CC=4)=CC=C4C=3C=CC=C4)=C3C(C=CC=C3)=CC=2)C2C=CC=CC=2)=CC=1. The catalyst is C1(C)C=CC=CC=1.CCOC(C)=O.CC([O-])=O.CC([O-])=O.[Pd+2]. The product is [CH:9]1([C:8]#[C:7][C:5]2[S:4][C:3]([C:12]([O:14][CH3:15])=[O:13])=[C:2]([NH:16][CH2:17][C:18]([N:20]3[CH2:25][CH2:24][O:23][CH2:22][CH2:21]3)=[O:19])[CH:6]=2)[CH2:11][CH2:10]1. The yield is 0.120. (5) The yield is 0.550. The reactants are [O:1]([C:8]1[CH:13]=[CH:12][CH:11]=[CH:10][C:9]=1B(O)O)[C:2]1[CH:7]=[CH:6][CH:5]=[CH:4][CH:3]=1.I[C:18]1[CH:23]=[CH:22][C:21]([OH:24])=[CH:20][CH:19]=1.N#N.C([O-])([O-])=O.[K+].[K+].Cl. The product is [O:1]([C:8]1[CH:13]=[CH:12][CH:11]=[CH:10][C:9]=1[C:18]1[CH:23]=[CH:22][C:21]([OH:24])=[CH:20][CH:19]=1)[C:2]1[CH:7]=[CH:6][CH:5]=[CH:4][CH:3]=1. The catalyst is O.[Pd]. (6) The reactants are [OH-].[Na+].[Cl:3][C:4]1[CH:35]=[CH:34][CH:33]=[CH:32][C:5]=1[CH2:6][O:7][C:8]1[CH:17]=[C:16]([C:18](=[O:30])[NH:19][C:20]2[S:21][C:22]([C:25]([O:27]CC)=[O:26])=[CH:23][N:24]=2)[C:15]2[C:10](=[CH:11][CH:12]=[C:13]([CH3:31])[CH:14]=2)[N:9]=1.Cl. The catalyst is C1COCC1.O. The product is [Cl:3][C:4]1[CH:35]=[CH:34][CH:33]=[CH:32][C:5]=1[CH2:6][O:7][C:8]1[CH:17]=[C:16]([C:18](=[O:30])[NH:19][C:20]2[S:21][C:22]([C:25]([OH:27])=[O:26])=[CH:23][N:24]=2)[C:15]2[C:10](=[CH:11][CH:12]=[C:13]([CH3:31])[CH:14]=2)[N:9]=1. The yield is 0.330. (7) The reactants are C([Li])CCC.[NH:6]1[C:15]2[C:10](=[CH:11][CH:12]=[CH:13][CH:14]=2)[C:8]([CH3:9])=[CH:7]1.C(=O)=O.C([Li])(C)(C)C.[CH3:24][N:25]([CH3:40])[C:26]1([C:33]2[CH:38]=[CH:37][CH:36]=[C:35]([F:39])[CH:34]=2)[CH2:31][CH2:30][C:29](=[O:32])[CH2:28][CH2:27]1.[Cl-].[NH4+].Cl.C(=O)([O-])O.[Na+].[OH-].[Na+]. The catalyst is O1CCCC1. The product is [CH3:24][N:25]([CH3:40])[C:26]1([C:33]2[CH:38]=[CH:37][CH:36]=[C:35]([F:39])[CH:34]=2)[CH2:27][CH2:28][C:29]([C:7]2[NH:6][C:15]3[C:10]([C:8]=2[CH3:9])=[CH:11][CH:12]=[CH:13][CH:14]=3)([OH:32])[CH2:30][CH2:31]1. The yield is 0.350.